The task is: Predict the reactants needed to synthesize the given product.. This data is from Full USPTO retrosynthesis dataset with 1.9M reactions from patents (1976-2016). The reactants are: [Cl:1][C:2]1[C:7]([Cl:8])=[C:6]([C:9]2[S:13][C:12]([C:14]3[N:18]([CH2:19][C:20]4[CH:25]=[CH:24][C:23]([O:26][CH3:27])=[CH:22][CH:21]=4)[C:17]([C:28]([OH:31])([CH3:30])[CH3:29])=[N:16][N:15]=3)=[N:11][C:10]=2[CH2:32][OH:33])[CH:5]=[CH:4][C:3]=1[C:34]([OH:43])([C:39]([F:42])([F:41])[F:40])[C:35]([F:38])([F:37])[F:36].C(#N)C.CC1(C)N([O])C(C)(C)CCC1.C(O)(=[O:60])C.C(O)(=O)C.IC1C=CC=CC=1. Given the product [Cl:8][C:7]1[C:2]([Cl:1])=[C:3]([C:34]([OH:43])([C:39]([F:41])([F:40])[F:42])[C:35]([F:38])([F:37])[F:36])[CH:4]=[CH:5][C:6]=1[C:9]1[S:13][C:12]([C:14]2[N:18]([CH2:19][C:20]3[CH:21]=[CH:22][C:23]([O:26][CH3:27])=[CH:24][CH:25]=3)[C:17]([C:28]([OH:31])([CH3:29])[CH3:30])=[N:16][N:15]=2)=[N:11][C:10]=1[C:32]([OH:60])=[O:33], predict the reactants needed to synthesize it.